This data is from Forward reaction prediction with 1.9M reactions from USPTO patents (1976-2016). The task is: Predict the product of the given reaction. (1) Given the reactants [F:1][CH:2]1[CH2:6][CH2:5][N:4]([CH2:7][CH2:8][CH2:9][OH:10])[CH2:3]1.CC([O-])(C)C.[K+].F[C:18]1[CH:23]=[CH:22][C:21]([N+:24]([O-:26])=[O:25])=[CH:20][CH:19]=1, predict the reaction product. The product is: [F:1][CH:2]1[CH2:6][CH2:5][N:4]([CH2:7][CH2:8][CH2:9][O:10][C:18]2[CH:23]=[CH:22][C:21]([N+:24]([O-:26])=[O:25])=[CH:20][CH:19]=2)[CH2:3]1. (2) Given the reactants [NH2:1][C@H:2]([C:12]1[C:17]([C:18]2[CH:19]=[CH:20][C:21]([Cl:32])=[C:22]3[C:26]=2[N:25]([CH3:27])[N:24]=[C:23]3[NH:28][S:29]([CH3:31])=[O:30])=[CH:16][CH:15]=[C:14]([C:33]#[C:34][C:35]([OH:38])([CH3:37])[CH3:36])[N:13]=1)[CH2:3][C:4]1[CH:9]=[C:8]([F:10])[CH:7]=[C:6]([F:11])[CH:5]=1.[F:39][CH:40]([F:56])[C:41]1[C:42]2[C@H:52]3[CH2:53][C@H:51]3[C:50]([F:55])([F:54])[C:43]=2[N:44]([CH2:46][C:47](O)=[O:48])[N:45]=1.CN(C([O:64]N1N=NC2C=CC=NC1=2)=[N+](C)C)C.F[P-](F)(F)(F)(F)F.C(N(C(C)C)CC)(C)C, predict the reaction product. The product is: [Cl:32][C:21]1[CH:20]=[CH:19][C:18]([C:17]2[C:12]([C@@H:2]([NH:1][C:47](=[O:48])[CH2:46][N:44]3[C:43]4[C:50]([F:54])([F:55])[C@@H:51]5[CH2:53][C@@H:52]5[C:42]=4[C:41]([CH:40]([F:56])[F:39])=[N:45]3)[CH2:3][C:4]3[CH:5]=[C:6]([F:11])[CH:7]=[C:8]([F:10])[CH:9]=3)=[N:13][C:14]([C:33]#[C:34][C:35]([OH:38])([CH3:36])[CH3:37])=[CH:15][CH:16]=2)=[C:26]2[C:22]=1[C:23]([NH:28][S:29]([CH3:31])(=[O:64])=[O:30])=[N:24][N:25]2[CH3:27]. (3) Given the reactants Cl.C(O)C.CC(C)=O.C(OC([N:16]1[CH2:21][CH2:20][N:19]([C:22]([C:24]2[CH:29]=[CH:28][C:27]([C:30]3[CH:35]=[CH:34][CH:33]=[CH:32][N+:31]=3[O-:36])=[CH:26][CH:25]=2)=[O:23])[CH2:18][CH2:17]1)=O)(C)(C)C, predict the reaction product. The product is: [N:19]1([C:22]([C:24]2[CH:29]=[CH:28][C:27]([C:30]3[CH:35]=[CH:34][CH:33]=[CH:32][N+:31]=3[O-:36])=[CH:26][CH:25]=2)=[O:23])[CH2:20][CH2:21][NH:16][CH2:17][CH2:18]1. (4) Given the reactants [CH3:1][O:2][C:3](=[O:18])[C:4]1[CH:13]=[C:12]([O:14][CH:15]([F:17])[F:16])[CH:11]=[C:6]([C:7]([O:9]C)=[O:8])[CH:5]=1.[OH-].[Na+].Cl, predict the reaction product. The product is: [CH3:1][O:2][C:3](=[O:18])[C:4]1[CH:13]=[C:12]([O:14][CH:15]([F:16])[F:17])[CH:11]=[C:6]([C:7]([OH:9])=[O:8])[CH:5]=1.